Dataset: Reaction yield outcomes from USPTO patents with 853,638 reactions. Task: Predict the reaction yield, written as a fraction of the theoretical maximum amount of product (1.0 means a 100% yield; for example, 0.34 means a 34% yield). (1) The reactants are [N+:1]([C:4]1[CH:14]=[CH:13][C:7]([O:8][CH2:9][C:10]([OH:12])=O)=[CH:6][CH:5]=1)([O-:3])=[O:2].Cl.C([N:18](CC)[CH2:19][CH3:20])C.CC[N:25]=C=NCCCN(C)C.Cl.C(N(C(C)C)CC)(C)C. The catalyst is C1COCC1. The product is [N+:1]([C:4]1[CH:5]=[CH:6][C:7]([O:8][CH2:9][C:10]2[O:12][N:25]=[C:19]([CH3:20])[N:18]=2)=[CH:13][CH:14]=1)([O-:3])=[O:2]. The yield is 0.600. (2) The reactants are [F:1][C:2]1[CH:3]=[C:4]([CH:7]=[C:8]([NH:10][CH2:11][C:12]2[CH:17]=[CH:16][C:15]([O:18][CH3:19])=[CH:14][CH:13]=2)[CH:9]=1)[C:5]#[N:6].C(N(CC)CC)C.[F:27][C:28]([F:39])([F:38])[C:29](O[C:29](=[O:30])[C:28]([F:39])([F:38])[F:27])=[O:30]. The catalyst is ClCCl. The product is [C:5]([C:4]1[CH:7]=[C:8]([N:10]([CH2:11][C:12]2[CH:17]=[CH:16][C:15]([O:18][CH3:19])=[CH:14][CH:13]=2)[C:29](=[O:30])[C:28]([F:39])([F:38])[F:27])[CH:9]=[C:2]([F:1])[CH:3]=1)#[N:6]. The yield is 0.980. (3) The reactants are [CH2:1]([O:5][C:6]1[CH:11]=[CH:10][CH:9]=[CH:8][C:7]=1I)[CH:2]=[CH:3][CH3:4].C([O-])([O-])=O.[Na+].[Na+].CC([O-])=O.[Na+]. The catalyst is CN(C=O)C.[N+](CCCC)(CCCC)(CCCC)CCCC.[Cl-].CCOC(C)=O.CC([O-])=O.CC([O-])=O.[Pd+2]. The product is [CH2:3]([C:2]1[C:7]2[CH:8]=[CH:9][CH:10]=[CH:11][C:6]=2[O:5][CH:1]=1)[CH3:4]. The yield is 0.430. (4) The reactants are [CH2:1]([O:3][C:4]([C:6]1[CH2:10][C:9]([O-:11])=[C:8](C(OC)=O)[C:7]=1[CH2:16][CH3:17])=[O:5])[CH3:2].[Na+].[Cl-].[K+].CC(O)=O.C([O-])(O)=O.[Na+]. The catalyst is O.C1(C)C=CC=CC=1. The product is [CH2:16]([C:7]1[CH:6]([C:4]([O:3][CH2:1][CH3:2])=[O:5])[CH2:10][C:9](=[O:11])[CH:8]=1)[CH3:17]. The yield is 0.690. (5) The reactants are [CH2:1]([N:5]([CH2:13][C:14](=[O:35])[CH:15]=P(C1C=CC=CC=1)(C1C=CC=CC=1)C1C=CC=CC=1)[C:6](=[O:12])[O:7][C:8]([CH3:11])([CH3:10])[CH3:9])[CH2:2][CH:3]=[CH2:4].[CH2:36]=O. The catalyst is C1COCC1. The product is [CH2:1]([N:5]([CH2:13][C:14](=[O:35])[CH:15]=[CH2:36])[C:6](=[O:12])[O:7][C:8]([CH3:9])([CH3:10])[CH3:11])[CH2:2][CH:3]=[CH2:4]. The yield is 0.492. (6) The reactants are [NH:1]1[CH:5]=[C:4]([C:6]2[C:7]([NH2:12])=[N:8][CH:9]=[CH:10][CH:11]=2)[CH:3]=[N:2]1.[H-].[Na+].Cl[CH2:16][C:17]1[CH:22]=[CH:21][C:20]([O:23][C:24]2[CH:29]=[CH:28][CH:27]=[CH:26][CH:25]=2)=[CH:19][CH:18]=1. The catalyst is CN(C)C=O. The product is [O:23]([C:20]1[CH:19]=[CH:18][C:17]([CH2:16][N:1]2[CH:5]=[C:4]([C:6]3[C:7]([NH2:12])=[N:8][CH:9]=[CH:10][CH:11]=3)[CH:3]=[N:2]2)=[CH:22][CH:21]=1)[C:24]1[CH:25]=[CH:26][CH:27]=[CH:28][CH:29]=1. The yield is 0.860. (7) The reactants are C(OC([NH:11][C:12]1[C:13]([C:25]([NH:27][C:28]2[CH:29]=[N:30][CH:31]=[CH:32][C:33]=2[N:34]2[CH2:39][CH2:38][CH2:37][C@H:36]([NH:40]C(=O)OCC3C=CC=CC=3)[CH2:35]2)=[O:26])=[N:14][C:15]2[C:20]([CH:21]=1)=[CH:19][C:18]([F:22])=[C:17]([CH:23]=[CH2:24])[CH:16]=2)=O)C1C=CC=CC=1. The catalyst is CO.[Pd]. The product is [NH2:11][C:12]1[C:13]([C:25]([NH:27][C:28]2[CH:29]=[N:30][CH:31]=[CH:32][C:33]=2[N:34]2[CH2:39][CH2:38][CH2:37][C@H:36]([NH2:40])[CH2:35]2)=[O:26])=[N:14][C:15]2[C:20]([CH:21]=1)=[CH:19][C:18]([F:22])=[C:17]([CH2:23][CH3:24])[CH:16]=2. The yield is 0.140. (8) The reactants are [BH4-].[Na+].CO.[C:5]([NH:8][C:9]1[S:10][C:11]2[C:16]([N:17]=1)=[CH:15][CH:14]=[C:13]([O:18][C:19]1[C:20]([Cl:33])=[CH:21][C:22]([F:32])=[C:23]([NH:25]C(=O)C(F)(F)F)[CH:24]=1)[N:12]=2)(=[O:7])[CH3:6].O. The catalyst is C(O)C. The product is [NH2:25][C:23]1[C:22]([F:32])=[CH:21][C:20]([Cl:33])=[C:19]([CH:24]=1)[O:18][C:13]1[N:12]=[C:11]2[S:10][C:9]([NH:8][C:5](=[O:7])[CH3:6])=[N:17][C:16]2=[CH:15][CH:14]=1. The yield is 0.680.